Predict the reactants needed to synthesize the given product. From a dataset of Retrosynthesis with 50K atom-mapped reactions and 10 reaction types from USPTO. (1) Given the product Cc1ccc(OCCN2CC2)c([N+](=O)[O-])c1, predict the reactants needed to synthesize it. The reactants are: Cc1ccc(O)c([N+](=O)[O-])c1.OCCN1CC1. (2) Given the product CC(C)C(=O)Oc1ccc2c(c1)-c1ncc(C(=O)O)c(=O)n1CC2, predict the reactants needed to synthesize it. The reactants are: CC(C)C(=O)Cl.O=C(O)c1cnc2n(c1=O)CCc1ccc(O)cc1-2. (3) Given the product NCC1CN2CCC1CC2, predict the reactants needed to synthesize it. The reactants are: N#CC1CN2CCC1CC2. (4) Given the product CC(C)(C)OC(=O)COc1cc2c(=O)ccn3c4ccc(Br)cc4c(c1)c23, predict the reactants needed to synthesize it. The reactants are: CC(C)(C)OC(=O)CBr.O=c1ccn2c3ccc(Br)cc3c3cc(O)cc1c32.